Dataset: Catalyst prediction with 721,799 reactions and 888 catalyst types from USPTO. Task: Predict which catalyst facilitates the given reaction. (1) Reactant: C(=O)([O-])[O-].[Na+].[Na+].Br[C:8]1[CH:36]=[CH:35][C:11]([CH2:12][C@@H:13]([C:32]([OH:34])=[O:33])[NH:14][C:15]([C@H:17]2[CH2:22][CH2:21][C@H:20]([CH2:23][NH:24][C:25]([O:27][C:28]([CH3:31])([CH3:30])[CH3:29])=[O:26])[CH2:19][CH2:18]2)=[O:16])=[CH:10][CH:9]=1.[CH:37]([NH:40][C:41](=[O:58])[C:42]1[CH:47]=[CH:46][C:45]([CH3:48])=[C:44](B2OC(C)(C)C(C)(C)O2)[CH:43]=1)([CH3:39])[CH3:38]. Product: [C:28]([O:27][C:25]([NH:24][CH2:23][C@H:20]1[CH2:21][CH2:22][C@H:17]([C:15]([NH:14][C@@H:13]([CH2:12][C:11]2[CH:35]=[CH:36][C:8]([C:46]3[CH:47]=[C:42]([C:41](=[O:58])[NH:40][CH:37]([CH3:38])[CH3:39])[CH:43]=[CH:44][C:45]=3[CH3:48])=[CH:9][CH:10]=2)[C:32]([OH:34])=[O:33])=[O:16])[CH2:18][CH2:19]1)=[O:26])([CH3:31])([CH3:30])[CH3:29]. The catalyst class is: 3. (2) Reactant: [N:1]([CH2:4][CH:5]=[CH2:6])=[C:2]=[O:3].[NH2:7][C:8]1[CH:34]=[CH:33][C:11]([CH2:12][NH:13][C:14]2[O:15][C:16]([C:19]3[CH:28]=[CH:27][C:26]4[C:25]([CH3:30])([CH3:29])[CH2:24][CH2:23][C:22]([CH3:32])([CH3:31])[C:21]=4[CH:20]=3)=[N:17][N:18]=2)=[CH:10][CH:9]=1. Product: [CH2:4]([NH:1][C:2]([NH:7][C:8]1[CH:34]=[CH:33][C:11]([CH2:12][NH:13][C:14]2[O:15][C:16]([C:19]3[CH:28]=[CH:27][C:26]4[C:25]([CH3:30])([CH3:29])[CH2:24][CH2:23][C:22]([CH3:32])([CH3:31])[C:21]=4[CH:20]=3)=[N:17][N:18]=2)=[CH:10][CH:9]=1)=[O:3])[CH2:5][CH3:6]. The catalyst class is: 1. (3) Reactant: [N:1]1[CH:2]=[C:3]([C:10]2[C:14](=[O:15])[NH:13][C:12](=[O:16])[C:11]=2[C:17]2[C:23]3[CH:24]=[C:25]([F:41])[CH:26]=[C:27]4[CH:28](CC[O-])[CH:29]([C:30]([N:32]5[CH2:37][CH2:36][CH2:35][CH2:34][CH2:33]5)=[O:31])[N:21]([C:22]=34)[CH2:20][CH2:19][N:18]=2)[N:4]2[CH:9]=[CH:8][CH:7]=[CH:6][C:5]=12.Cl.[OH-].[Na+]. Product: [OH2:15].[N:1]1[CH:2]=[C:3]([C:10]2[C:14](=[O:15])[NH:13][C:12](=[O:16])[C:11]=2[C:17]2[C:23]3[CH:24]=[C:25]([F:41])[CH:26]=[C:27]4[CH2:28][CH:29]([C:30]([N:32]5[CH2:33][CH2:34][CH2:35][CH2:36][CH2:37]5)=[O:31])[N:21]([C:22]=34)[CH2:20][CH2:19][N:18]=2)[N:4]2[CH:9]=[CH:8][CH:7]=[CH:6][C:5]=12. The catalyst class is: 6.